Dataset: Forward reaction prediction with 1.9M reactions from USPTO patents (1976-2016). Task: Predict the product of the given reaction. Given the reactants [Cl:1][C:2]1[CH:7]=[CH:6][C:5]([NH:8][C:9]([CH:11]2[CH2:20][CH2:19][C:18]3[C:13](=[CH:14][C:15]([OH:21])=[CH:16][CH:17]=3)[CH2:12]2)=[O:10])=[CH:4][C:3]=1[C:22]([F:25])([F:24])[F:23].Cl[C:27]1[CH:32]=[CH:31][N:30]=[C:29]([C:33]2[NH:34][CH2:35][CH2:36][N:37]=2)[CH:28]=1.C([O-])([O-])=O.[Cs+].[Cs+].O, predict the reaction product. The product is: [Cl:1][C:2]1[CH:7]=[CH:6][C:5]([NH:8][C:9]([CH:11]2[CH2:20][CH2:19][C:18]3[C:13](=[CH:14][C:15]([O:21][C:27]4[CH:32]=[CH:31][N:30]=[C:29]([C:33]5[NH:34][CH2:35][CH2:36][N:37]=5)[CH:28]=4)=[CH:16][CH:17]=3)[CH2:12]2)=[O:10])=[CH:4][C:3]=1[C:22]([F:23])([F:24])[F:25].